Dataset: Reaction yield outcomes from USPTO patents with 853,638 reactions. Task: Predict the reaction yield, written as a fraction of the theoretical maximum amount of product (1.0 means a 100% yield; for example, 0.34 means a 34% yield). (1) The reactants are Br[C:2]1[S:3][C:4]([CH3:13])=[C:5]([C:7]2[CH:12]=[CH:11][CH:10]=[CH:9][CH:8]=2)[N:6]=1.[N:14]1([C:20]([O:22][C:23]([CH3:26])([CH3:25])[CH3:24])=[O:21])[CH2:19][CH2:18][NH:17][CH2:16][CH2:15]1.C(=O)([O-])[O-].[K+].[K+].O. The catalyst is CN(C)C=O. The product is [CH3:13][C:4]1[S:3][C:2]([N:17]2[CH2:16][CH2:15][N:14]([C:20]([O:22][C:23]([CH3:26])([CH3:25])[CH3:24])=[O:21])[CH2:19][CH2:18]2)=[N:6][C:5]=1[C:7]1[CH:12]=[CH:11][CH:10]=[CH:9][CH:8]=1. The yield is 0.181. (2) The reactants are [CH3:1][O:2][C:3]([C@H:5]1[CH2:9][O:8]C(C)(C)[O:6]1)=[O:4].Cl.O1CCOCC1.N1C=CN=C1.[C:24]([Si:28](Cl)([CH3:30])[CH3:29])([CH3:27])([CH3:26])[CH3:25]. The catalyst is CO.C(OCC)(=O)C. The product is [CH3:1][O:2][C:3](=[O:4])[C@H:5]([OH:6])[CH2:9][O:8][Si:28]([C:24]([CH3:27])([CH3:26])[CH3:25])([CH3:30])[CH3:29]. The yield is 0.630.